From a dataset of Retrosynthesis with 50K atom-mapped reactions and 10 reaction types from USPTO. Predict the reactants needed to synthesize the given product. (1) Given the product Cc1cn(-c2ccc3c(N)ncc(Br)c3c2)c2c1C(=O)CC(C)(C)C2, predict the reactants needed to synthesize it. The reactants are: Cc1c[nH]c2c1C(=O)CC(C)(C)C2.Nc1ncc(Br)c2cc(F)ccc12. (2) Given the product CCCC(=O)c1ccc(Br)cc1OC, predict the reactants needed to synthesize it. The reactants are: CCCC(=O)c1ccc(Br)cc1O.CI.